This data is from Forward reaction prediction with 1.9M reactions from USPTO patents (1976-2016). The task is: Predict the product of the given reaction. (1) Given the reactants [OH-].[Li+].C[O:4][C:5](=[O:14])[C:6]1[CH:11]=[C:10]([CH3:12])[CH:9]=[C:8]([F:13])[CH:7]=1, predict the reaction product. The product is: [F:13][C:8]1[CH:7]=[C:6]([CH:11]=[C:10]([CH3:12])[CH:9]=1)[C:5]([OH:14])=[O:4]. (2) The product is: [CH2:32]([O:39][C:40]([NH:42][C@@H:43]1[CH2:49][CH2:48][CH2:47][N:46]([C:50]2[N:54]([CH3:55])[N:53]=[CH:52][C:51]=2[NH:56][C:57]([C:59]2[N:60]=[C:61]([C:72]3[CH:77]=[CH:76][CH:75]=[C:74]([CH:2]=[CH2:3])[C:73]=3[F:79])[S:62][C:63]=2[NH:64][C:65](=[O:71])[O:66][C:67]([CH3:70])([CH3:69])[CH3:68])=[O:58])[CH2:45][CH2:44]1)=[O:41])[C:33]1[CH:38]=[CH:37][CH:36]=[CH:35][CH:34]=1. Given the reactants N[C:2]1SC(C2C=CC=C(Br)C=2F)=N[C:3]=1C(NC1C=NN(C)C=1N1CCC[C@@H](N)CC1)=O.[CH2:32]([O:39][C:40]([NH:42][C@@H:43]1[CH2:49][CH2:48][CH2:47][N:46]([C:50]2[N:54]([CH3:55])[N:53]=[CH:52][C:51]=2[NH:56][C:57]([C:59]2[N:60]=[C:61]([C:72]3[CH:77]=[CH:76][CH:75]=[C:74](Br)[C:73]=3[F:79])[S:62][C:63]=2[NH:64][C:65](=[O:71])[O:66][C:67]([CH3:70])([CH3:69])[CH3:68])=[O:58])[CH2:45][CH2:44]1)=[O:41])[C:33]1[CH:38]=[CH:37][CH:36]=[CH:35][CH:34]=1.CC1(C)C(C)(C)OB(C=C)O1.C([O-])([O-])=O.[Na+].[Na+].C([O-])(=O)C.[K+], predict the reaction product. (3) Given the reactants [CH2:1]([O:3][CH:4]([O:18][CH2:19][CH3:20])[CH2:5][N:6]1[C:10]([NH2:11])=[CH:9][C:8]([C:12]2[CH:13]=[N:14][CH:15]=[N:16][CH:17]=2)=[N:7]1)[CH3:2].Br[C:22]1[C:23]([CH3:32])=[CH:24][C:25]([CH3:31])=[C:26]([N+:28]([O-:30])=[O:29])[CH:27]=1, predict the reaction product. The product is: [CH2:19]([O:18][CH:4]([O:3][CH2:1][CH3:2])[CH2:5][N:6]1[C:10]([NH:11][C:22]2[CH:27]=[C:26]([N+:28]([O-:30])=[O:29])[C:25]([CH3:31])=[CH:24][C:23]=2[CH3:32])=[CH:9][C:8]([C:12]2[CH:13]=[N:14][CH:15]=[N:16][CH:17]=2)=[N:7]1)[CH3:20]. (4) The product is: [CH3:7][O:6][C:4]([C@H:2]1[CH2:3][C@H:1]1[C:8]([OH:10])=[O:9])=[O:5]. Given the reactants [C@@H:1]1([C:8]([O:10]C)=[O:9])[CH2:3][C@@H:2]1[C:4]([O:6][CH3:7])=[O:5].[OH-].[K+], predict the reaction product.